From a dataset of NCI-60 drug combinations with 297,098 pairs across 59 cell lines. Regression. Given two drug SMILES strings and cell line genomic features, predict the synergy score measuring deviation from expected non-interaction effect. (1) Drug 1: CCC1(CC2CC(C3=C(CCN(C2)C1)C4=CC=CC=C4N3)(C5=C(C=C6C(=C5)C78CCN9C7C(C=CC9)(C(C(C8N6C=O)(C(=O)OC)O)OC(=O)C)CC)OC)C(=O)OC)O.OS(=O)(=O)O. Drug 2: C1CC(=O)NC(=O)C1N2C(=O)C3=CC=CC=C3C2=O. Cell line: OVCAR-8. Synergy scores: CSS=-4.79, Synergy_ZIP=-0.690, Synergy_Bliss=-3.33, Synergy_Loewe=-9.59, Synergy_HSA=-5.72. (2) Drug 1: CC1C(C(CC(O1)OC2CC(CC3=C2C(=C4C(=C3O)C(=O)C5=C(C4=O)C(=CC=C5)OC)O)(C(=O)CO)O)N)O.Cl. Drug 2: CC1OCC2C(O1)C(C(C(O2)OC3C4COC(=O)C4C(C5=CC6=C(C=C35)OCO6)C7=CC(=C(C(=C7)OC)O)OC)O)O. Cell line: DU-145. Synergy scores: CSS=44.1, Synergy_ZIP=6.80, Synergy_Bliss=7.71, Synergy_Loewe=11.9, Synergy_HSA=12.6. (3) Drug 1: C1=CC(=CC=C1CCC2=CNC3=C2C(=O)NC(=N3)N)C(=O)NC(CCC(=O)O)C(=O)O. Drug 2: C1=C(C(=O)NC(=O)N1)N(CCCl)CCCl. Cell line: K-562. Synergy scores: CSS=64.3, Synergy_ZIP=-3.55, Synergy_Bliss=-0.700, Synergy_Loewe=4.10, Synergy_HSA=6.27. (4) Drug 1: C1=CC(=C2C(=C1NCCNCCO)C(=O)C3=C(C=CC(=C3C2=O)O)O)NCCNCCO. Drug 2: CC12CCC3C(C1CCC2OP(=O)(O)O)CCC4=C3C=CC(=C4)OC(=O)N(CCCl)CCCl.[Na+]. Cell line: SW-620. Synergy scores: CSS=25.3, Synergy_ZIP=-3.79, Synergy_Bliss=-8.05, Synergy_Loewe=-28.1, Synergy_HSA=-7.75. (5) Drug 2: C1CC(CNC1)C2=CC=C(C=C2)N3C=C4C=CC=C(C4=N3)C(=O)N. Cell line: HT29. Synergy scores: CSS=25.8, Synergy_ZIP=10.2, Synergy_Bliss=14.2, Synergy_Loewe=-7.05, Synergy_HSA=8.08. Drug 1: C1CNP(=O)(OC1)N(CCCl)CCCl. (6) Drug 1: CC1CCC2CC(C(=CC=CC=CC(CC(C(=O)C(C(C(=CC(C(=O)CC(OC(=O)C3CCCCN3C(=O)C(=O)C1(O2)O)C(C)CC4CCC(C(C4)OC)O)C)C)O)OC)C)C)C)OC. Drug 2: C1C(C(OC1N2C=NC(=NC2=O)N)CO)O. Cell line: SF-539. Synergy scores: CSS=11.4, Synergy_ZIP=-2.56, Synergy_Bliss=2.72, Synergy_Loewe=-13.1, Synergy_HSA=0.974. (7) Drug 1: C1=CC=C(C(=C1)C(C2=CC=C(C=C2)Cl)C(Cl)Cl)Cl. Drug 2: CC(C)NC(=O)C1=CC=C(C=C1)CNNC.Cl. Cell line: OVCAR-5. Synergy scores: CSS=-4.59, Synergy_ZIP=1.51, Synergy_Bliss=0.0747, Synergy_Loewe=-3.55, Synergy_HSA=-3.51.